From a dataset of Full USPTO retrosynthesis dataset with 1.9M reactions from patents (1976-2016). Predict the reactants needed to synthesize the given product. (1) Given the product [CH3:18][C:15]1([CH3:17])[CH2:14][CH2:13][C:12]([CH3:19])([CH3:20])[C:11]2[CH:10]=[C:9]([CH:21]=[O:22])[CH:8]=[C:7]([C:26]3[CH:31]=[CH:30][C:29]([CH3:32])=[CH:28][CH:27]=3)[C:16]1=2, predict the reactants needed to synthesize it. The reactants are: FC(F)(F)S(O[C:7]1[C:16]2[C:15]([CH3:18])([CH3:17])[CH2:14][CH2:13][C:12]([CH3:20])([CH3:19])[C:11]=2[CH:10]=[C:9]([CH:21]=[O:22])[CH:8]=1)(=O)=O.B(O)(O)[C:26]1[CH:27]=[CH:28][C:29]([CH3:32])=[CH:30][CH:31]=1.[Cl-].[Li+].C(=O)([O-])[O-].[K+].[K+]. (2) Given the product [Si:15]([O:22][C@@H:23]1[C@@:40]2([CH3:41])[C:27](=[CH:28][CH:29]=[C:30]3[C@@H:39]2[CH2:38][CH2:37][C@@:35]2([CH3:36])[C@H:31]3[CH2:32][CH:33]=[C:34]2[CH2:42][O:43][CH2:44][CH2:45][C:46]([OH:49])([CH3:47])[CH3:48])[CH2:26][C@@H:25]([O:50][Si:51]([C:54]([CH3:57])([CH3:56])[CH3:55])([CH3:52])[CH3:53])[CH2:24]1)([C:18]([CH3:21])([CH3:19])[CH3:20])([CH3:17])[CH3:16], predict the reactants needed to synthesize it. The reactants are: CCC(C)[BH-](C(C)CC)C(C)CC.[Li+].[Si:15]([O:22][C@@H:23]1[C@@:40]2([CH3:41])[C:27](=[CH:28][CH:29]=[C:30]3[C@@H:39]2[CH2:38][CH2:37][C@@:35]2([CH3:36])[C@H:31]3[CH2:32][CH:33]=[C:34]2[CH2:42][O:43][CH2:44][CH:45]2[O:49][C:46]2([CH3:48])[CH3:47])[CH2:26][C@@H:25]([O:50][Si:51]([C:54]([CH3:57])([CH3:56])[CH3:55])([CH3:53])[CH3:52])[CH2:24]1)([C:18]([CH3:21])([CH3:20])[CH3:19])([CH3:17])[CH3:16].[OH-].[Na+].OO. (3) Given the product [C:1]([O:5][C:6](=[O:33])[C:7]1[CH:19]=[C:18]([O:20][CH2:21][CH2:22][CH2:23][CH2:24][CH2:25][CH2:26][CH2:27][CH2:28][CH2:29][C:30]([O:32][N:47]2[C:52](=[O:53])[CH2:51][CH2:50][C:48]2=[O:49])=[O:31])[CH:17]=[C:9]([C:10]([O:12][C:13]([CH3:16])([CH3:15])[CH3:14])=[O:11])[CH:8]=1)([CH3:2])([CH3:3])[CH3:4], predict the reactants needed to synthesize it. The reactants are: [C:1]([O:5][C:6](=[O:33])[C:7]1[CH:19]=[C:18]([O:20][CH2:21][CH2:22][CH2:23][CH2:24][CH2:25][CH2:26][CH2:27][CH2:28][CH2:29][C:30]([OH:32])=[O:31])[CH:17]=[C:9]([C:10]([O:12][C:13]([CH3:16])([CH3:15])[CH3:14])=[O:11])[CH:8]=1)([CH3:4])([CH3:3])[CH3:2].[B-](F)(F)(F)F.CN(C(O[N:47]1[C:52](=[O:53])[CH2:51][CH2:50][C:48]1=[O:49])=[N+](C)C)C.CCN(C(C)C)C(C)C. (4) Given the product [CH3:36][N:32]1[CH2:33][CH2:34][O:35][CH:30]([CH2:29][NH:28][C:1]([C:4]2[C:9]([NH:10][CH2:11][C:12]3[CH:17]=[CH:16][C:15]([O:18][CH3:19])=[C:14]([Cl:20])[CH:13]=3)=[N:8][C:7]([N:21]3[CH2:25][CH2:24][CH2:23][C@H:22]3[CH2:26][OH:27])=[CH:6][N:5]=2)=[O:2])[CH2:31]1, predict the reactants needed to synthesize it. The reactants are: [C:1]([C:4]1[C:9]([NH:10][CH2:11][C:12]2[CH:17]=[CH:16][C:15]([O:18][CH3:19])=[C:14]([Cl:20])[CH:13]=2)=[N:8][C:7]([N:21]2[CH2:25][CH2:24][CH2:23][C@H:22]2[CH2:26][OH:27])=[CH:6][N:5]=1)(O)=[O:2].[NH2:28][CH2:29][CH:30]1[O:35][CH2:34][CH2:33][N:32]([CH3:36])[CH2:31]1.Cl.C(N=C=NCCCN(C)C)C.ON1C2C=CC=CC=2N=N1. (5) Given the product [N+:17]([C:14]1[CH:15]=[CH:16][C:11]2[N:12]([CH:2]=[C:3]([C:4]([O:6][CH2:7][CH3:8])=[O:5])[N:10]=2)[CH:13]=1)([O-:19])=[O:18], predict the reactants needed to synthesize it. The reactants are: Br[CH2:2][C:3](=O)[C:4]([O:6][CH2:7][CH3:8])=[O:5].[NH2:10][C:11]1[CH:16]=[CH:15][C:14]([N+:17]([O-:19])=[O:18])=[CH:13][N:12]=1.